Dataset: Reaction yield outcomes from USPTO patents with 853,638 reactions. Task: Predict the reaction yield, written as a fraction of the theoretical maximum amount of product (1.0 means a 100% yield; for example, 0.34 means a 34% yield). (1) The reactants are Br[C:2]1[C:7]([F:8])=[CH:6][C:5]([N:9]2[C:18]3[C:13](=[CH:14][C:15]([S:19]([O:22][C:23]4[C:28]([F:29])=[C:27]([F:30])[C:26]([F:31])=[C:25]([F:32])[C:24]=4[F:33])(=[O:21])=[O:20])=[CH:16][CH:17]=3)[CH:12]=[CH:11][C:10]2=[O:34])=[C:4]([O:35][CH3:36])[CH:3]=1.[Cl:37][C:38]1[CH:39]=[C:40](B(O)O)[CH:41]=[C:42]([F:44])[CH:43]=1.C(=O)([O-])[O-].[K+].[K+]. The catalyst is C1C=CC(P(C2C=CC=CC=2)[C-]2C=CC=C2)=CC=1.C1C=CC(P(C2C=CC=CC=2)[C-]2C=CC=C2)=CC=1.Cl[Pd]Cl.[Fe+2].C(Cl)Cl. The product is [Cl:37][C:38]1[CH:39]=[C:40]([C:2]2[CH:3]=[C:4]([O:35][CH3:36])[C:5]([N:9]3[C:18]4[C:13](=[CH:14][C:15]([S:19]([O:22][C:23]5[C:24]([F:33])=[C:25]([F:32])[C:26]([F:31])=[C:27]([F:30])[C:28]=5[F:29])(=[O:21])=[O:20])=[CH:16][CH:17]=4)[CH:12]=[CH:11][C:10]3=[O:34])=[CH:6][C:7]=2[F:8])[CH:41]=[C:42]([F:44])[CH:43]=1. The yield is 0.680. (2) The reactants are C([O:3][C:4](=[O:22])[C:5]1[CH:10]=[C:9]([N:11]([S:18]([CH3:21])(=[O:20])=[O:19])[C:12]2[CH:17]=[CH:16][CH:15]=[CH:14][CH:13]=2)[CH:8]=[N:7][CH:6]=1)C.[OH-].[Na+]. The catalyst is CCO. The product is [CH3:21][S:18]([N:11]([C:12]1[CH:17]=[CH:16][CH:15]=[CH:14][CH:13]=1)[C:9]1[CH:8]=[N:7][CH:6]=[C:5]([CH:10]=1)[C:4]([OH:22])=[O:3])(=[O:19])=[O:20]. The yield is 0.280. (3) The reactants are F[C:2]1[C:7]([I:8])=[CH:6][CH:5]=[CH:4][N:3]=1.[CH3:9][O:10][C:11]1[CH:16]=[CH:15][C:14]([CH2:17][SH:18])=[CH:13][CH:12]=1. No catalyst specified. The product is [I:8][C:7]1[C:2]([S:18][CH2:17][C:14]2[CH:15]=[CH:16][C:11]([O:10][CH3:9])=[CH:12][CH:13]=2)=[N:3][CH:4]=[CH:5][CH:6]=1. The yield is 0.840. (4) The reactants are [CH3:1][O:2][C:3]1[CH:4]=[C:5]2[C:10](=[CH:11][C:12]=1[O:13][CH3:14])[N:9]=[CH:8][NH:7][C:6]2=O.O=P(Cl)(Cl)[Cl:18]. No catalyst specified. The product is [Cl:18][C:6]1[C:5]2[C:10](=[CH:11][C:12]([O:13][CH3:14])=[C:3]([O:2][CH3:1])[CH:4]=2)[N:9]=[CH:8][N:7]=1. The yield is 0.830. (5) The reactants are Cl.C(O[C:5](=[NH:12])[C:6]1[CH:11]=[CH:10][CH:9]=[CH:8][CH:7]=1)C.Cl.[CH2:14]([O:16][C:17](=[O:22])[C@H:18]([CH2:20][SH:21])N)[CH3:15].C(N(CC)CC)C.O. The catalyst is CO. The product is [C:6]1([C:5]2[S:21][CH2:20][CH:18]([C:17]([O:16][CH2:14][CH3:15])=[O:22])[N:12]=2)[CH:7]=[CH:8][CH:9]=[CH:10][CH:11]=1. The yield is 0.990. (6) The reactants are [F:1][C:2]1[N:7]=[C:6]([C:8]2[CH2:13][CH2:12][N:11](C([O-])=O)[CH2:10][CH:9]=2)[CH:5]=[CH:4][CH:3]=1.FC(F)(F)C(O)=O. The catalyst is ClCCl. The product is [F:1][C:2]1[N:7]=[C:6]([C:8]2[CH2:13][CH2:12][NH:11][CH2:10][CH:9]=2)[CH:5]=[CH:4][CH:3]=1. The yield is 0.940. (7) The reactants are [CH3:1][O:2][C:3]1[CH:32]=[CH:31][C:6]([CH2:7][N:8]2[C:12]([C:13]([OH:15])=[O:14])=[C:11]([C:16](=[O:30])[C:17]3[CH:22]=[C:21]([O:23][CH3:24])[C:20]([O:25][CH3:26])=[CH:19][C:18]=3[N+:27]([O-])=O)[N:10]=[N:9]2)=[CH:5][CH:4]=1.C(O)C.C(OCC)(=O)C.[H][H]. The catalyst is [C].[Pd].C(Cl)Cl. The product is [NH2:27][C:18]1[CH:19]=[C:20]([O:25][CH3:26])[C:21]([O:23][CH3:24])=[CH:22][C:17]=1[C:16]([C:11]1[N:10]=[N:9][N:8]([CH2:7][C:6]2[CH:31]=[CH:32][C:3]([O:2][CH3:1])=[CH:4][CH:5]=2)[C:12]=1[C:13]([OH:15])=[O:14])=[O:30]. The yield is 1.00. (8) The reactants are [CH3:1][O:2][C:3]1[N:8]=[CH:7][C:6]([OH:9])=[CH:5][CH:4]=1.C([O-])([O-])=O.[K+].[K+].[CH3:16][O:17][CH2:18]Br. The catalyst is CN(C=O)C. The product is [CH3:1][O:2][C:3]1[CH:4]=[CH:5][C:6]([O:9][CH2:16][O:17][CH3:18])=[CH:7][N:8]=1. The yield is 0.590. (9) The reactants are Br[C:2]1[CH:3]=[C:4]2[C:9](=[CH:10][CH:11]=1)[O:8][C:7]([CH3:13])([CH3:12])[CH2:6][C:5]2=[O:14].[B:15]1(B2OC(C)(C)C(C)(C)O2)[O:19]C(C)(C)C(C)(C)[O:16]1.C([O-])(=O)C.[K+].O. The catalyst is CN(C)C=O.C([O-])(=O)C.[Pd+2].C([O-])(=O)C. The product is [CH3:12][C:7]1([CH3:13])[CH2:6][C:5](=[O:14])[C:4]2[C:9](=[CH:10][CH:11]=[C:2]([B:15]([OH:19])[OH:16])[CH:3]=2)[O:8]1. The yield is 0.840.